This data is from Catalyst prediction with 721,799 reactions and 888 catalyst types from USPTO. The task is: Predict which catalyst facilitates the given reaction. (1) Reactant: [N:1]1[CH:6]=[CH:5][CH:4]=[C:3]([O:7][CH:8]([C:10]2[CH:19]=[CH:18][C:13]([C:14]([O:16]C)=[O:15])=[CH:12][N:11]=2)[CH3:9])[CH:2]=1.O.[OH-].[Li+].O1CCCC1.Cl. Product: [N:1]1[CH:6]=[CH:5][CH:4]=[C:3]([O:7][CH:8]([C:10]2[CH:19]=[CH:18][C:13]([C:14]([OH:16])=[O:15])=[CH:12][N:11]=2)[CH3:9])[CH:2]=1. The catalyst class is: 72. (2) Reactant: C[O:2][C:3]1[CH:10]=[CH:9][CH:8]=[CH:7][C:4]=1[C:5]#[N:6].C[O-].[Na+].Cl. Product: [C:5]([C:4]1[CH:7]=[CH:8][CH:9]=[CH:10][C:3]=1[OH:2])#[N:6]. The catalyst class is: 6.